This data is from Reaction yield outcomes from USPTO patents with 853,638 reactions. The task is: Predict the reaction yield, written as a fraction of the theoretical maximum amount of product (1.0 means a 100% yield; for example, 0.34 means a 34% yield). (1) The reactants are [F:1][C:2]([F:31])([F:30])[C:3]1[CH:4]=[C:5]([CH:23]=[C:24]([C:26]([F:29])([F:28])[F:27])[CH:25]=1)[CH2:6][O:7][C:8]([N:10]1[CH2:16][CH2:15][CH2:14][N:13]2[N:17]=[C:18]([C:20](O)=[O:21])[CH:19]=[C:12]2[CH2:11]1)=[O:9].CN(C(ON1N=NC2C=CC=NC1=2)=[N+](C)C)C.F[P-](F)(F)(F)(F)F.CCN(CC)CC.[C:63]([NH:66][NH2:67])(=[O:65])[CH3:64]. The catalyst is CN(C=O)C. The product is [C:63]([NH:66][NH:67][C:20]([C:18]1[CH:19]=[C:12]2[CH2:11][N:10]([C:8]([O:7][CH2:6][C:5]3[CH:23]=[C:24]([C:26]([F:29])([F:28])[F:27])[CH:25]=[C:3]([C:2]([F:1])([F:31])[F:30])[CH:4]=3)=[O:9])[CH2:16][CH2:15][CH2:14][N:13]2[N:17]=1)=[O:21])(=[O:65])[CH3:64]. The yield is 0.570. (2) The reactants are [CH:1]([C@@H:4]1[C:9]([O:10][CH3:11])=[N:8][CH2:7][C:6]([O:12][CH3:13])=[N:5]1)([CH3:3])[CH3:2].[Li][CH2:15]CCC.[Br:19][C:20]1[CH:25]=[CH:24][C:23](Br)=[CH:22][N:21]=1.O. The catalyst is C1COCC1. The product is [Br:19][C:20]1[N:21]=[CH:22][C:23]([CH2:15][C@H:7]2[C:6]([O:12][CH3:13])=[N:5][C@H:4]([CH:1]([CH3:3])[CH3:2])[C:9]([O:10][CH3:11])=[N:8]2)=[CH:24][CH:25]=1. The yield is 0.830. (3) The reactants are [CH3:1][O:2][C:3]1[CH:15]=[C:14]([O:16][CH3:17])[CH:13]=[CH:12][C:4]=1[CH2:5][NH:6][C:7]1[S:8][CH:9]=[N:10][N:11]=1.C[Si]([N-][Si](C)(C)C)(C)C.[Li+].[Cl:28][C:29]1[C:30]([F:40])=[CH:31][C:32]([F:39])=[C:33]([S:35](Cl)(=[O:37])=[O:36])[CH:34]=1.O. The catalyst is C1COCC1. The product is [Cl:28][C:29]1[C:30]([F:40])=[CH:31][C:32]([F:39])=[C:33]([S:35]([N:6]([CH2:5][C:4]2[CH:12]=[CH:13][C:14]([O:16][CH3:17])=[CH:15][C:3]=2[O:2][CH3:1])[C:7]2[S:8][CH:9]=[N:10][N:11]=2)(=[O:37])=[O:36])[CH:34]=1. The yield is 0.580. (4) The reactants are [H-].[Na+].[C:3]([N:6]1[CH2:9][CH:8]([C:10]2[CH:15]=[CH:14][C:13]([NH:16][C:17](=O)C)=[C:12]([O:20][CH3:21])[CH:11]=2)[CH2:7]1)(=[O:5])[CH3:4].ClC1[N:28]=[C:27]([C:29]2[N:33]3[CH:34]=[CH:35][CH:36]=[CH:37][C:32]3=[N:31][CH:30]=2)[C:26]([Cl:38])=[CH:25][N:24]=1.[OH-].[Na+]. The catalyst is C1COCC1.O.CO. The product is [Cl:38][C:26]1[C:27]([C:29]2[N:33]3[CH:34]=[CH:35][CH:36]=[CH:37][C:32]3=[N:31][CH:30]=2)=[N:28][C:17]([NH:16][C:13]2[CH:14]=[CH:15][C:10]([CH:8]3[CH2:9][N:6]([C:3](=[O:5])[CH3:4])[CH2:7]3)=[CH:11][C:12]=2[O:20][CH3:21])=[N:24][CH:25]=1. The yield is 0.410. (5) The reactants are [Cl:1][CH:2]([CH3:28])[CH:3]([NH:15][C:16]([CH:18]1[CH2:24][CH2:23][CH:22]([CH2:25][CH2:26][CH3:27])[CH2:21][CH2:20][NH:19]1)=[O:17])[CH:4]1[CH:9]([OH:10])[CH:8]([OH:11])[CH:7]([OH:12])[CH:6]([S:13][CH3:14])[O:5]1.Br[CH2:30][C:31]1[O:32][C:33](=[O:37])[O:34][C:35]=1[CH3:36]. The catalyst is CN(C=O)C. The product is [Cl:1][CH:2]([CH3:28])[CH:3]([NH:15][C:16]([CH:18]1[CH2:24][CH2:23][CH:22]([CH2:25][CH2:26][CH3:27])[CH2:21][CH2:20][N:19]1[CH2:30][C:31]1[O:32][C:33](=[O:37])[O:34][C:35]=1[CH3:36])=[O:17])[CH:4]1[CH:9]([OH:10])[CH:8]([OH:11])[CH:7]([OH:12])[CH:6]([S:13][CH3:14])[O:5]1. The yield is 0.680.